From a dataset of NCI-60 drug combinations with 297,098 pairs across 59 cell lines. Regression. Given two drug SMILES strings and cell line genomic features, predict the synergy score measuring deviation from expected non-interaction effect. (1) Drug 1: C1C(C(OC1N2C=NC3=C(N=C(N=C32)Cl)N)CO)O. Drug 2: CC1=C(C(=CC=C1)Cl)NC(=O)C2=CN=C(S2)NC3=CC(=NC(=N3)C)N4CCN(CC4)CCO. Cell line: HT29. Synergy scores: CSS=36.2, Synergy_ZIP=-13.5, Synergy_Bliss=-8.79, Synergy_Loewe=-6.22, Synergy_HSA=-5.32. (2) Drug 1: C1CN1C2=NC(=NC(=N2)N3CC3)N4CC4. Drug 2: C(CC(=O)O)C(=O)CN.Cl. Cell line: TK-10. Synergy scores: CSS=14.0, Synergy_ZIP=-7.83, Synergy_Bliss=-6.90, Synergy_Loewe=-5.17, Synergy_HSA=-4.26. (3) Drug 1: C1CN1C2=NC(=NC(=N2)N3CC3)N4CC4. Drug 2: CS(=O)(=O)OCCCCOS(=O)(=O)C. Cell line: A498. Synergy scores: CSS=8.23, Synergy_ZIP=-8.05, Synergy_Bliss=-9.03, Synergy_Loewe=-11.6, Synergy_HSA=-7.05. (4) Drug 1: C1CCC(C1)C(CC#N)N2C=C(C=N2)C3=C4C=CNC4=NC=N3. Drug 2: CC12CCC3C(C1CCC2OP(=O)(O)O)CCC4=C3C=CC(=C4)OC(=O)N(CCCl)CCCl.[Na+]. Cell line: RPMI-8226. Synergy scores: CSS=2.42, Synergy_ZIP=1.02, Synergy_Bliss=3.96, Synergy_Loewe=-0.905, Synergy_HSA=-0.900. (5) Drug 1: C1CC(C1)(C(=O)O)C(=O)O.[NH2-].[NH2-].[Pt+2]. Drug 2: C1CC(CCC1OC2=C(C(=CC=C2)Cl)F)(CC3=NC(=CC=C3)NC4=NC=CS4)C(=O)O. Cell line: NCI-H460. Synergy scores: CSS=35.2, Synergy_ZIP=-5.92, Synergy_Bliss=-6.51, Synergy_Loewe=-5.65, Synergy_HSA=-1.62. (6) Drug 1: CN(CC1=CN=C2C(=N1)C(=NC(=N2)N)N)C3=CC=C(C=C3)C(=O)NC(CCC(=O)O)C(=O)O. Drug 2: C1CCC(C(C1)N)N.C(=O)(C(=O)[O-])[O-].[Pt+4]. Cell line: NCI/ADR-RES. Synergy scores: CSS=18.6, Synergy_ZIP=-10.2, Synergy_Bliss=-8.21, Synergy_Loewe=-2.50, Synergy_HSA=-2.34. (7) Drug 1: CCC1=CC2CC(C3=C(CN(C2)C1)C4=CC=CC=C4N3)(C5=C(C=C6C(=C5)C78CCN9C7C(C=CC9)(C(C(C8N6C)(C(=O)OC)O)OC(=O)C)CC)OC)C(=O)OC.C(C(C(=O)O)O)(C(=O)O)O. Drug 2: CC(C)(C#N)C1=CC(=CC(=C1)CN2C=NC=N2)C(C)(C)C#N. Cell line: CAKI-1. Synergy scores: CSS=21.8, Synergy_ZIP=-2.18, Synergy_Bliss=-3.96, Synergy_Loewe=-2.97, Synergy_HSA=-1.76.